This data is from Full USPTO retrosynthesis dataset with 1.9M reactions from patents (1976-2016). The task is: Predict the reactants needed to synthesize the given product. (1) Given the product [Br:6][C:7]1[CH:12]=[C:11]([F:13])[CH:10]=[CH:9][C:8]=1[C:14]([CH3:15])=[CH2:2], predict the reactants needed to synthesize it. The reactants are: [Li][CH2:2]CCC.[Br:6][C:7]1[CH:12]=[C:11]([F:13])[CH:10]=[CH:9][C:8]=1[C:14](=O)[CH3:15].Cl. (2) Given the product [F:13][C:14]1[CH:19]=[CH:18][C:17]([C:2]2[C:3]3[N:4]([N:9]=[C:10]([NH2:12])[N:11]=3)[CH:5]=[C:6]([CH3:8])[CH:7]=2)=[CH:16][C:15]=1[C:23]([F:24])([F:25])[F:26], predict the reactants needed to synthesize it. The reactants are: Br[C:2]1[C:3]2[N:4]([N:9]=[C:10]([NH2:12])[N:11]=2)[CH:5]=[C:6]([CH3:8])[CH:7]=1.[F:13][C:14]1[CH:19]=[CH:18][C:17](B(O)O)=[CH:16][C:15]=1[C:23]([F:26])([F:25])[F:24]. (3) Given the product [CH2:1]([N:8]([CH2:19][CH2:20][OH:21])[C:9](=[O:18])[C:10]1[CH:15]=[CH:14][N+:13]([O-:16])=[CH:12][C:11]=1[F:17])[C:2]1[CH:7]=[CH:6][CH:5]=[CH:4][CH:3]=1, predict the reactants needed to synthesize it. The reactants are: [CH2:1]([N:8]([CH2:19][CH2:20][O:21][Si](C(C)(C)C)(C)C)[C:9](=[O:18])[C:10]1[CH:15]=[CH:14][N+:13]([O-:16])=[CH:12][C:11]=1[F:17])[C:2]1[CH:7]=[CH:6][CH:5]=[CH:4][CH:3]=1.Cl. (4) Given the product [Br:16][C:11]1[CH:12]=[CH:13][CH:14]=[CH:15][C:10]=1[NH:9][N:8]=[C:5]([C:6]#[N:7])[C:4]([NH:20][CH2:18][CH3:19])=[O:17], predict the reactants needed to synthesize it. The reactants are: C(O[C:4](=[O:17])[C:5](=[N:8][NH:9][C:10]1[CH:15]=[CH:14][CH:13]=[CH:12][C:11]=1[Br:16])[C:6]#[N:7])C.[CH2:18]([NH2:20])[CH3:19].O.C(N(CC)CC)C. (5) The reactants are: [F:1][C:2]1[CH:40]=[C:39]([F:41])[CH:38]=[CH:37][C:3]=1[O:4][C:5]1[CH:10]=[C:9]([NH:11][CH3:12])[C:8]([N+:13]([O-])=O)=[CH:7][C:6]=1[C:16]1[C:17]2[CH:26]=[CH:25][N:24]([S:27]([C:30]3[CH:35]=[CH:34][C:33]([CH3:36])=[CH:32][CH:31]=3)(=[O:29])=[O:28])[C:18]=2[C:19](=[O:23])[N:20]([CH3:22])[CH:21]=1.CO.[Cl-].[NH4+]. Given the product [NH2:13][C:8]1[C:9]([NH:11][CH3:12])=[CH:10][C:5]([O:4][C:3]2[CH:37]=[CH:38][C:39]([F:41])=[CH:40][C:2]=2[F:1])=[C:6]([C:16]2[C:17]3[CH:26]=[CH:25][N:24]([S:27]([C:30]4[CH:31]=[CH:32][C:33]([CH3:36])=[CH:34][CH:35]=4)(=[O:29])=[O:28])[C:18]=3[C:19](=[O:23])[N:20]([CH3:22])[CH:21]=2)[CH:7]=1, predict the reactants needed to synthesize it. (6) The reactants are: [NH2:1][C:2]1[CH:7]=[CH:6][C:5]([C:8]([N:10]2[CH2:15][CH2:14][CH2:13][CH:12]([NH:16][C:17]3[N:22]=[C:21]([C:23]4[C:31]5[C:26](=[CH:27][CH:28]=[CH:29][CH:30]=5)[N:25]([S:32]([C:35]5[CH:40]=[CH:39][CH:38]=[CH:37][CH:36]=5)(=[O:34])=[O:33])[CH:24]=4)[C:20]([Cl:41])=[CH:19][N:18]=3)[CH2:11]2)=[O:9])=[CH:4][CH:3]=1.C[CH2:43][N:44]([CH:48]([CH3:50])C)[CH:45](C)C.BrC/C=[CH:54]/[C:55](Cl)=[O:56].C(Cl)Cl.CNC.C1COCC1. Given the product [Cl:41][C:20]1[C:21]([C:23]2[C:31]3[C:26](=[CH:27][CH:28]=[CH:29][CH:30]=3)[N:25]([S:32]([C:35]3[CH:36]=[CH:37][CH:38]=[CH:39][CH:40]=3)(=[O:33])=[O:34])[CH:24]=2)=[N:22][C:17]([NH:16][CH:12]2[CH2:13][CH2:14][CH2:15][N:10]([C:8]([C:5]3[CH:4]=[CH:3][C:2]([NH:1][C:55](=[O:56])/[CH:54]=[CH:50]/[CH2:48][N:44]([CH3:43])[CH3:45])=[CH:7][CH:6]=3)=[O:9])[CH2:11]2)=[N:18][CH:19]=1, predict the reactants needed to synthesize it. (7) Given the product [F:1][C:2]1[CH:10]=[CH:9][C:8]([C:11]2[CH:16]=[CH:15][CH:14]=[C:13]([F:17])[CH:12]=2)=[CH:7][C:3]=1[C:4]([NH:23][C:22]1[CH:24]=[CH:25][CH:26]=[C:20]([O:19][CH3:18])[CH:21]=1)=[O:6], predict the reactants needed to synthesize it. The reactants are: [F:1][C:2]1[CH:10]=[CH:9][C:8]([C:11]2[CH:16]=[CH:15][CH:14]=[C:13]([F:17])[CH:12]=2)=[CH:7][C:3]=1[C:4]([OH:6])=O.[CH3:18][O:19][C:20]1[CH:21]=[C:22]([CH:24]=[CH:25][CH:26]=1)[NH2:23].C([O-])([O-])=O.[K+].[K+]. (8) Given the product [Cl:1][CH2:2][C:3]([NH:6][C:7]1[CH:12]=[CH:11][CH:10]=[CH:9][N:8]=1)=[O:4], predict the reactants needed to synthesize it. The reactants are: [Cl:1][CH2:2][C:3](Cl)=[O:4].[NH2:6][C:7]1[CH:12]=[CH:11][CH:10]=[CH:9][N:8]=1.N1C=CC=CC=1.O. (9) The reactants are: BrC1C(C)(C)CC2C(C=1)=CC=C(OC)C=2.BrC1C=CC=CC=1[N+]([O-])=O.[CH3:26][O:27][C:28]1[CH:37]=[C:36]2[C:31]([CH:32]=[C:33]([C:40]3[CH:45]=[CH:44][CH:43]=[CH:42][C:41]=3[N+:46]([O-])=O)[C:34]([CH3:39])([CH3:38])[CH2:35]2)=[CH:30][CH:29]=1. Given the product [CH3:26][O:27][C:28]1[CH:37]=[C:36]2[C:31](=[CH:30][CH:29]=1)[CH:32]=[C:33]([C:40]1[CH:45]=[CH:44][CH:43]=[CH:42][C:41]=1[NH2:46])[C:34]([CH3:39])([CH3:38])[CH2:35]2, predict the reactants needed to synthesize it.